Dataset: Reaction yield outcomes from USPTO patents with 853,638 reactions. Task: Predict the reaction yield, written as a fraction of the theoretical maximum amount of product (1.0 means a 100% yield; for example, 0.34 means a 34% yield). (1) The reactants are Br[C:2]1[CH:7]=[CH:6][C:5]([C:8]2[N:9]([CH2:17][C@@H:18]3[CH2:22][CH2:21][N:20]([C:23]([CH:25]4[CH2:27][CH2:26]4)=[O:24])[CH2:19]3)[C:10]3[CH:15]=[CH:14][N:13]=[CH:12][C:11]=3[N:16]=2)=[CH:4][CH:3]=1.[NH:28]1[C:36]2[C:31](=[CH:32][C:33](B(O)O)=[CH:34][CH:35]=2)[CH:30]=[CH:29]1.C(=O)(O)[O-].[Na+]. The catalyst is CN(C)C=O.C1C=CC([P]([Pd]([P](C2C=CC=CC=2)(C2C=CC=CC=2)C2C=CC=CC=2)([P](C2C=CC=CC=2)(C2C=CC=CC=2)C2C=CC=CC=2)[P](C2C=CC=CC=2)(C2C=CC=CC=2)C2C=CC=CC=2)(C2C=CC=CC=2)C2C=CC=CC=2)=CC=1. The product is [CH:25]1([C:23]([N:20]2[CH2:21][CH2:22][C@@H:18]([CH2:17][N:9]3[C:10]4[CH:15]=[CH:14][N:13]=[CH:12][C:11]=4[N:16]=[C:8]3[C:5]3[CH:6]=[CH:7][C:2]([C:33]4[CH:32]=[C:31]5[C:36](=[CH:35][CH:34]=4)[NH:28][CH:29]=[CH:30]5)=[CH:3][CH:4]=3)[CH2:19]2)=[O:24])[CH2:27][CH2:26]1. The yield is 0.400. (2) The reactants are [Br:1][CH2:2][C:3]([C:5]1[CH:10]=[CH:9][C:8]([OH:11])=[CH:7][CH:6]=1)=[O:4].[S:12]1[CH:16]=[C:15]([CH:17]([NH:29][C:30]2[CH:35]=[CH:34][CH:33]=[CH:32][CH:31]=2)[C:18]([O:20][C@@H:21]2[CH:26]3[CH2:27][CH2:28][N:23]([CH2:24][CH2:25]3)[CH2:22]2)=[O:19])[C:14]2[CH:36]=[CH:37][CH:38]=[CH:39][C:13]1=2. The catalyst is CCOC(C)=O. The product is [Br-:1].[S:12]1[CH:16]=[C:15]([CH:17]([NH:29][C:30]2[CH:35]=[CH:34][CH:33]=[CH:32][CH:31]=2)[C:18]([O:20][C@@H:21]2[CH:26]3[CH2:27][CH2:28][N+:23]([CH2:2][C:3]([C:5]4[CH:10]=[CH:9][C:8]([OH:11])=[CH:7][CH:6]=4)=[O:4])([CH2:24][CH2:25]3)[CH2:22]2)=[O:19])[C:14]2[CH:36]=[CH:37][CH:38]=[CH:39][C:13]1=2. The yield is 0.653.